From a dataset of Full USPTO retrosynthesis dataset with 1.9M reactions from patents (1976-2016). Predict the reactants needed to synthesize the given product. (1) Given the product [Br:11][C:5]1[C:6]([F:10])=[C:7]2[C:2](=[CH:3][CH:4]=1)[N:1]=[C:13]([OH:14])[N:12]=[CH:8]2, predict the reactants needed to synthesize it. The reactants are: [NH2:1][C:2]1[C:7]([CH:8]=O)=[C:6]([F:10])[C:5]([Br:11])=[CH:4][CH:3]=1.[NH2:12][C:13](N)=[O:14]. (2) Given the product [N:4]1[C:3]2[NH:1][CH:11]=[CH:16][C:8]=2[CH:7]=[N:6][CH:5]=1.[N:12]1[C:11]2[NH:9][CH:19]=[CH:24][C:16]=2[CH:15]=[CH:14][N:13]=1.[N:23]1[CH:22]=[CH:21][N:20]=[C:19]2[NH:17][CH:3]=[CH:8][C:24]=12, predict the reactants needed to synthesize it. The reactants are: [NH:1]([C:3]1[CH:8]=[CH:7][N:6]=[CH:5][N:4]=1)N.[NH:9]([C:11]1[N:12]=[N:13][CH:14]=[CH:15][CH:16]=1)N.[NH:17]([C:19]1[CH:24]=[N:23][CH:22]=[CH:21][N:20]=1)N. (3) Given the product [F:11][C:8]1[CH:7]=[C:4]([CH:3]=[C:2]([F:1])[C:9]=1[O:20][C:17]1[CH:18]=[N:19][C:14]([C:13]([F:22])([F:12])[F:21])=[CH:15][CH:16]=1)[CH:5]=[O:6], predict the reactants needed to synthesize it. The reactants are: [F:1][C:2]1[CH:3]=[C:4]([CH:7]=[C:8]([F:11])[C:9]=1F)[CH:5]=[O:6].[F:12][C:13]([F:22])([F:21])[C:14]1[N:19]=[CH:18][C:17]([OH:20])=[CH:16][CH:15]=1.C([O-])([O-])=O.[K+].[K+].